Dataset: Catalyst prediction with 721,799 reactions and 888 catalyst types from USPTO. Task: Predict which catalyst facilitates the given reaction. (1) Reactant: [F:1][C:2]([F:24])([F:23])[C:3]1[CH:4]=[C:5]2[C:9](=[CH:10][CH:11]=1)[NH:8][N:7]=[C:6]2[N:12]1[C:20](=[O:21])[C:19]2[C:14](=[CH:15][CH:16]=[CH:17][CH:18]=2)[C:13]1=[O:22].[C:25]([N:29]=[C:30]=[O:31])([CH3:28])([CH3:27])[CH3:26]. Product: [C:25]([NH:29][C:30]([N:8]1[C:9]2[C:5](=[CH:4][C:3]([C:2]([F:23])([F:1])[F:24])=[CH:11][CH:10]=2)[C:6]([N:12]2[C:20](=[O:21])[C:19]3[C:14](=[CH:15][CH:16]=[CH:17][CH:18]=3)[C:13]2=[O:22])=[N:7]1)=[O:31])([CH3:28])([CH3:27])[CH3:26]. The catalyst class is: 3. (2) Reactant: Br[C:2]1[CH:7]=[CH:6][CH:5]=[CH:4][C:3]=1[N:8]1[C:12]([C:13]2[S:14][C:15]([C:18]3[CH:23]=[CH:22][CH:21]=[C:20]([S:24]([CH3:27])(=[O:26])=[O:25])[CH:19]=3)=[CH:16][CH:17]=2)=[CH:11][C:10]([C:28]([F:31])([F:30])[F:29])=[N:9]1.[N:32]1[CH:37]=[CH:36][CH:35]=[C:34](B(O)O)[CH:33]=1.C([O-])([O-])=O.[K+].[K+].O1CCOCC1. Product: [CH3:27][S:24]([C:20]1[CH:19]=[C:18]([C:15]2[S:14][C:13]([C:12]3[N:8]([C:3]4[CH:4]=[CH:5][CH:6]=[CH:7][C:2]=4[C:34]4[CH:33]=[N:32][CH:37]=[CH:36][CH:35]=4)[N:9]=[C:10]([C:28]([F:31])([F:30])[F:29])[CH:11]=3)=[CH:17][CH:16]=2)[CH:23]=[CH:22][CH:21]=1)(=[O:26])=[O:25]. The catalyst class is: 161. (3) Reactant: [Cl:1][C:2]1[CH:11]=[CH:10][CH:9]=[C:8]2[C:3]=1[CH:4]=[CH:5][CH:6]=[C:7]2[C:12]([OH:14])=O.Cl.CN[O:18][CH3:19].C1C=C[C:23]2[N:28](O)N=NC=2C=1.CCN(C(C)C)C(C)C.CCN=C=NCCCN(C)C. Product: [CH3:19][O:18][CH2:23][NH:28][C:12]([C:7]1[C:8]2[C:3](=[C:2]([Cl:1])[CH:11]=[CH:10][CH:9]=2)[CH:4]=[CH:5][CH:6]=1)=[O:14]. The catalyst class is: 3. (4) Reactant: [OH:1][C:2]1[CH:3]=[C:4]2[C:9](=[CH:10][CH:11]=1)[CH:8]=[C:7]([CH2:12][NH:13][C:14]13[CH2:21][CH2:20][C:17]([C:22]([O:24][CH3:25])=[O:23])([CH2:18][CH2:19]1)[CH2:16][CH2:15]3)[CH:6]=[CH:5]2.Br[CH2:27][CH2:28][CH2:29][CH2:30][CH2:31][CH2:32][CH3:33].C([O-])([O-])=O.[K+].[K+]. Product: [CH2:27]([O:1][C:2]1[CH:3]=[C:4]2[C:9](=[CH:10][CH:11]=1)[CH:8]=[C:7]([CH2:12][NH:13][C:14]13[CH2:21][CH2:20][C:17]([C:22]([O:24][CH3:25])=[O:23])([CH2:16][CH2:15]1)[CH2:18][CH2:19]3)[CH:6]=[CH:5]2)[CH2:28][CH2:29][CH2:30][CH2:31][CH2:32][CH3:33]. The catalyst class is: 163. (5) Reactant: [CH3:1][O:2][C:3]1[C:7]([N+:8]([O-])=O)=[CH:6][N:5]([CH:11]2[CH2:14][N:13]([C:15]([O:17][C:18]([CH3:21])([CH3:20])[CH3:19])=[O:16])[CH2:12]2)[N:4]=1. Product: [NH2:8][C:7]1[C:3]([O:2][CH3:1])=[N:4][N:5]([CH:11]2[CH2:14][N:13]([C:15]([O:17][C:18]([CH3:19])([CH3:20])[CH3:21])=[O:16])[CH2:12]2)[CH:6]=1. The catalyst class is: 43. (6) Reactant: C(OC([N:8]1[CH2:13][CH2:12][CH:11]([C:14]2[N:15]([CH2:27][CH2:28][N:29]([CH3:31])[CH3:30])[CH:16]=[C:17]([C:19]3[CH:24]=[CH:23][C:22]([F:25])=[C:21]([Cl:26])[CH:20]=3)[N:18]=2)[CH2:10][CH2:9]1)=O)(C)(C)C.[ClH:32].O1CCOCC1. Product: [ClH:26].[ClH:32].[Cl:26][C:21]1[CH:20]=[C:19]([C:17]2[N:18]=[C:14]([CH:11]3[CH2:10][CH2:9][NH:8][CH2:13][CH2:12]3)[N:15]([CH2:27][CH2:28][N:29]([CH3:31])[CH3:30])[CH:16]=2)[CH:24]=[CH:23][C:22]=1[F:25]. The catalyst class is: 61. (7) The catalyst class is: 1. Product: [OH:17][C:18]1[CH:28]=[CH:27][C:21]2[CH2:22][CH2:23][N:24]([C:9]([O:11][C:12]([CH3:13])([CH3:14])[CH3:15])=[O:10])[CH2:25][CH2:26][C:20]=2[C:19]=1[CH3:29]. Reactant: [C:9](O[C:9]([O:11][C:12]([CH3:15])([CH3:14])[CH3:13])=[O:10])([O:11][C:12]([CH3:15])([CH3:14])[CH3:13])=[O:10].Br.[OH:17][C:18]1[CH:28]=[CH:27][C:21]2[CH2:22][CH2:23][NH:24][CH2:25][CH2:26][C:20]=2[C:19]=1[CH3:29].C(N(CC)CC)C.